This data is from Forward reaction prediction with 1.9M reactions from USPTO patents (1976-2016). The task is: Predict the product of the given reaction. Given the reactants [F:1][C:2]1[CH:7]=[CH:6][C:5]([C:8]([CH3:28])([CH3:27])[CH2:9][NH:10][C:11]2[N:16]=[N:15][C:14]([C:17]3[CH:18]=[C:19]4[C:23](=[CH:24][CH:25]=3)[NH:22][N:21]=[C:20]4[NH2:26])=[CH:13][CH:12]=2)=[CH:4][CH:3]=1.[C:29](Cl)(=[O:31])[CH3:30], predict the reaction product. The product is: [F:1][C:2]1[CH:7]=[CH:6][C:5]([C:8]([CH3:28])([CH3:27])[CH2:9][NH:10][C:11]2[N:16]=[N:15][C:14]([C:17]3[CH:18]=[C:19]4[C:23](=[CH:24][CH:25]=3)[NH:22][N:21]=[C:20]4[NH:26][C:29](=[O:31])[CH3:30])=[CH:13][CH:12]=2)=[CH:4][CH:3]=1.